Dataset: Forward reaction prediction with 1.9M reactions from USPTO patents (1976-2016). Task: Predict the product of the given reaction. (1) Given the reactants [CH2:1]([C:8]1[N:12]([CH:13]([CH:23]2[CH2:28][CH2:27][CH2:26][CH2:25][CH2:24]2)[C:14]([NH:16][CH:17]2C[CH2:21][CH2:20][CH2:19][CH2:18]2)=[O:15])[C:11]2[CH:29]=[C:30]([Cl:34])[C:31]([F:33])=[CH:32][C:10]=2[N:9]=1)[C:2]1[CH:7]=[CH:6][CH:5]=[CH:4][CH:3]=1.C1([CH:41]=[O:42])CCCCC1.[Cl:43]C1C=C(C=CC=1)C=O.ClC1C=C(CC(O)=O)C=CC=1.COC(C(O)=O)C1C=CC=CC=1.C1([N+]#[C-])CCCCC1.C1([N+]#[C-])CCCC1, predict the reaction product. The product is: [Cl:34][C:30]1[C:31]([F:33])=[CH:32][C:10]2[N:9]=[C:8]([CH:1]([O:42][CH3:41])[C:2]3[CH:7]=[CH:6][CH:5]=[CH:4][CH:3]=3)[N:12]([CH:13]([C:23]3[CH:24]=[CH:25][CH:26]=[C:27]([Cl:43])[CH:28]=3)[C:14]([NH:16][CH:17]3[CH2:21][CH2:20][CH2:19][CH2:18]3)=[O:15])[C:11]=2[CH:29]=1. (2) Given the reactants [Br:1][C:2]1[C:3]([CH3:13])=[C:4]([N+:10]([O-:12])=[O:11])[C:5]([O:8][CH3:9])=[N:6][CH:7]=1.C[O-].[Li+].CO[CH:19](OC)[N:20]([CH3:22])[CH3:21].O, predict the reaction product. The product is: [Br:1][C:2]1[C:3](/[CH:13]=[CH:19]/[N:20]([CH3:22])[CH3:21])=[C:4]([N+:10]([O-:12])=[O:11])[C:5]([O:8][CH3:9])=[N:6][CH:7]=1. (3) Given the reactants [CH2:1]([S:13][CH:14]([CH3:27])[CH2:15][C:16]([CH:18]1[C:23]([CH3:25])([CH3:24])[CH2:22][CH:21]=[CH:20][CH:19]1[CH3:26])=[O:17])[CH2:2][CH2:3][CH2:4][CH2:5][CH2:6][CH2:7][CH2:8][CH2:9][CH2:10][CH2:11][CH3:12].CC[OH:30], predict the reaction product. The product is: [CH2:1]([S:13]([CH:14]([CH3:27])[CH2:15][C:16]([CH:18]1[C:23]([CH3:24])([CH3:25])[CH2:22][CH:21]=[CH:20][CH:19]1[CH3:26])=[O:17])=[O:30])[CH2:2][CH2:3][CH2:4][CH2:5][CH2:6][CH2:7][CH2:8][CH2:9][CH2:10][CH2:11][CH3:12]. (4) Given the reactants [Br:1][C:2]1[CH:7]=[C:6]([CH2:8][C:9](Cl)(Cl)Cl)[C:5]([CH3:13])=[CH:4][C:3]=1[F:14].[CH3:15][O-:16].[Na+].S(=O)(=O)(O)[OH:19], predict the reaction product. The product is: [CH3:15][O:16][C:9](=[O:19])[CH2:8][C:6]1[CH:7]=[C:2]([Br:1])[C:3]([F:14])=[CH:4][C:5]=1[CH3:13]. (5) Given the reactants [Cl:1][C:2]1[N:3]([CH2:37][CH2:38][O:39][C:40]2[CH:45]=[CH:44][C:43]([Cl:46])=[CH:42][CH:41]=2)[C:4]([C:23]([NH:25][CH2:26][C@H:27]2[CH2:32][CH2:31][C@H:30]([C:33]([O:35][CH3:36])=[O:34])[CH2:29][CH2:28]2)=[O:24])=[C:5]([C:7]#[C:8][C:9]([CH3:22])([CH3:21])[CH2:10][O:11]CC2C=CC(OC)=CC=2)[N:6]=1.C(O)(C(F)(F)F)=O.C(=O)([O-])O.[Na+].C(Cl)(Cl)Cl, predict the reaction product. The product is: [Cl:1][C:2]1[N:3]([CH2:37][CH2:38][O:39][C:40]2[CH:45]=[CH:44][C:43]([Cl:46])=[CH:42][CH:41]=2)[C:4]([C:23]([NH:25][CH2:26][C@H:27]2[CH2:28][CH2:29][C@H:30]([C:33]([O:35][CH3:36])=[O:34])[CH2:31][CH2:32]2)=[O:24])=[C:5]([C:7]#[C:8][C:9]([CH3:22])([CH3:21])[CH2:10][OH:11])[N:6]=1. (6) Given the reactants [CH3:1][O:2][CH2:3][C:4](Cl)=[O:5].[Cl:7][C:8]1[C:9]([C:29]2[N:33]3[CH:34]=[CH:35][CH:36]=[CH:37][C:32]3=[N:31][CH:30]=2)=[N:10][C:11]([NH:14][C:15]2[CH:20]=[CH:19][C:18]([N:21]3[CH2:26][CH2:25][NH:24][CH2:23][CH2:22]3)=[CH:17][C:16]=2[O:27][CH3:28])=[N:12][CH:13]=1.C(N(CC)C(C)C)(C)C, predict the reaction product. The product is: [Cl:7][C:8]1[C:9]([C:29]2[N:33]3[CH:34]=[CH:35][CH:36]=[CH:37][C:32]3=[N:31][CH:30]=2)=[N:10][C:11]([NH:14][C:15]2[CH:20]=[CH:19][C:18]([N:21]3[CH2:22][CH2:23][N:24]([C:4](=[O:5])[CH2:3][O:2][CH3:1])[CH2:25][CH2:26]3)=[CH:17][C:16]=2[O:27][CH3:28])=[N:12][CH:13]=1. (7) The product is: [C:7]([O:11][C:12]([N:14]1[CH2:19][CH2:18][CH:17]([O:20][S:28]([CH3:31])(=[O:30])=[O:29])[CH2:16][CH2:15]1)=[O:13])([CH3:10])([CH3:8])[CH3:9]. Given the reactants C(OCC)(=O)C.[C:7]([O:11][C:12]([N:14]1[CH2:19][CH2:18][CH:17]([OH:20])[CH2:16][CH2:15]1)=[O:13])([CH3:10])([CH3:9])[CH3:8].C(N(CC)CC)C.[S:28](Cl)([CH3:31])(=[O:30])=[O:29], predict the reaction product.